This data is from Forward reaction prediction with 1.9M reactions from USPTO patents (1976-2016). The task is: Predict the product of the given reaction. Given the reactants Cl.[CH3:2][O:3][NH:4][CH3:5].[CH2:6]([O:13][C:14]([NH:16][C@@H:17]([CH3:21])[C:18]([OH:20])=O)=[O:15])[C:7]1[CH:12]=[CH:11][CH:10]=[CH:9][CH:8]=1.[Cl-].COC1N=C(OC)N=C([N+]2(C)CCOCC2)N=1, predict the reaction product. The product is: [CH3:2][O:3][N:4]([CH3:5])[C:18](=[O:20])[C@@H:17]([NH:16][C:14](=[O:15])[O:13][CH2:6][C:7]1[CH:8]=[CH:9][CH:10]=[CH:11][CH:12]=1)[CH3:21].